From a dataset of Forward reaction prediction with 1.9M reactions from USPTO patents (1976-2016). Predict the product of the given reaction. (1) Given the reactants C1(O)C=CC=CC=1.[NH2:8][C:9]1[C:22]2[C:21](=[O:23])[C:20]3[C:15](=[CH:16][CH:17]=[CH:18][CH:19]=3)[C:14](=[O:24])[C:13]=2[CH:12]=[CH:11][CH:10]=1.[CH2:25]([N:29]([CH2:46][CH2:47][CH2:48][CH3:49])[C:30]1[N:35]=[C:34]([N:36]([CH2:41][CH2:42][CH2:43][CH3:44])[CH2:37][CH2:38][CH2:39][CH3:40])[N:33]=[C:32](Cl)[N:31]=1)[CH2:26][CH2:27][CH3:28].[OH-].[Na+], predict the reaction product. The product is: [CH2:41]([N:36]([CH2:37][CH2:38][CH2:39][CH3:40])[C:34]1[N:35]=[C:30]([N:29]([CH2:25][CH2:26][CH2:27][CH3:28])[CH2:46][CH2:47][CH2:48][CH3:49])[N:31]=[C:32]([NH:8][C:9]2[C:22]3[C:21](=[O:23])[C:20]4[C:15](=[CH:16][CH:17]=[CH:18][CH:19]=4)[C:14](=[O:24])[C:13]=3[CH:12]=[CH:11][CH:10]=2)[N:33]=1)[CH2:42][CH2:43][CH3:44]. (2) Given the reactants [Cl:1][C:2]1[CH:33]=[CH:32][C:5]([C:6]([N:8]2[CH2:12][CH2:11][C@@H:10]([NH:13][C:14]3[N:19]=[CH:18][C:17](/[CH:20]=[CH:21]/[C:22]([NH:24][O:25]C4CCCCO4)=[O:23])=[CH:16][CH:15]=3)[CH2:9]2)=[O:7])=[CH:4][CH:3]=1.CO.Cl, predict the reaction product. The product is: [ClH:1].[Cl:1][C:2]1[CH:3]=[CH:4][C:5]([C:6]([N:8]2[CH2:12][CH2:11][C@@H:10]([NH:13][C:14]3[N:19]=[CH:18][C:17](/[CH:20]=[CH:21]/[C:22]([NH:24][OH:25])=[O:23])=[CH:16][CH:15]=3)[CH2:9]2)=[O:7])=[CH:32][CH:33]=1.